This data is from TCR-epitope binding with 47,182 pairs between 192 epitopes and 23,139 TCRs. The task is: Binary Classification. Given a T-cell receptor sequence (or CDR3 region) and an epitope sequence, predict whether binding occurs between them. (1) Result: 0 (the TCR does not bind to the epitope). The TCR CDR3 sequence is CASSEWVGHETQYF. The epitope is KLWAQCVQL. (2) The epitope is SEVGPEHSLAEY. The TCR CDR3 sequence is CASSQDPPSGGADTQYF. Result: 1 (the TCR binds to the epitope). (3) The epitope is QYDPVAALF. The TCR CDR3 sequence is CASSQGQGAQNQPQHF. Result: 1 (the TCR binds to the epitope).